This data is from TCR-epitope binding with 47,182 pairs between 192 epitopes and 23,139 TCRs. The task is: Binary Classification. Given a T-cell receptor sequence (or CDR3 region) and an epitope sequence, predict whether binding occurs between them. (1) The epitope is GILGFVFTL. The TCR CDR3 sequence is CASSGQGGTEAFF. Result: 1 (the TCR binds to the epitope). (2) The epitope is AVFDRKSDAK. Result: 1 (the TCR binds to the epitope). The TCR CDR3 sequence is CASRGGGSSYNEQFF. (3) The epitope is YLNTLTLAV. Result: 1 (the TCR binds to the epitope). The TCR CDR3 sequence is CASSQDPLAGLEQFF. (4) The epitope is KEIDRLNEV. The TCR CDR3 sequence is CASSWSGGVSDEQFF. Result: 1 (the TCR binds to the epitope).